This data is from Full USPTO retrosynthesis dataset with 1.9M reactions from patents (1976-2016). The task is: Predict the reactants needed to synthesize the given product. (1) Given the product [Si:21]([O:1][CH2:2][CH2:3][C:4]1[CH:11]=[CH:10][CH:9]=[CH:8][C:5]=1[C:6]#[N:7])([C:17]([CH3:20])([CH3:19])[CH3:18])([CH3:23])[CH3:22], predict the reactants needed to synthesize it. The reactants are: [OH:1][CH2:2][CH2:3][C:4]1[CH:11]=[CH:10][CH:9]=[CH:8][C:5]=1[C:6]#[N:7].N1C=CN=C1.[C:17]([Si:21](Cl)([CH3:23])[CH3:22])([CH3:20])([CH3:19])[CH3:18]. (2) The reactants are: [CH3:1][O:2][C:3]1[CH:4]=[C:5]([S:9][CH:10]2[CH2:13][N:12]([C:14]([CH3:33])([CH3:32])[CH2:15][CH2:16][C:17]([C:26]3[CH:31]=[CH:30][CH:29]=[CH:28][CH:27]=3)([C:20]3[CH:25]=[CH:24][CH:23]=[CH:22][CH:21]=3)[C:18]#[N:19])[CH2:11]2)[CH:6]=[CH:7][CH:8]=1.[OH-:34].[K+]. Given the product [CH3:1][O:2][C:3]1[CH:4]=[C:5]([S:9][CH:10]2[CH2:11][N:12]([C:14]([CH3:33])([CH3:32])[CH2:15][CH2:16][C:17]([C:26]3[CH:31]=[CH:30][CH:29]=[CH:28][CH:27]=3)([C:20]3[CH:21]=[CH:22][CH:23]=[CH:24][CH:25]=3)[C:18]([NH2:19])=[O:34])[CH2:13]2)[CH:6]=[CH:7][CH:8]=1, predict the reactants needed to synthesize it. (3) Given the product [C:1]([C:3]1[C:4]([N:16]2[CH2:19][CH:18]([C:20]([NH:35][S:32]([CH2:31][C:25]3[CH:26]=[CH:27][C:28]([Cl:30])=[CH:29][C:24]=3[Cl:23])(=[O:33])=[O:34])=[O:21])[CH2:17]2)=[N:5][C:6]([CH2:14][F:15])=[C:7]([CH:8]=1)[C:9]([O:11][CH2:12][CH3:13])=[O:10])#[N:2], predict the reactants needed to synthesize it. The reactants are: [C:1]([C:3]1[C:4]([N:16]2[CH2:19][CH:18]([C:20](O)=[O:21])[CH2:17]2)=[N:5][C:6]([CH2:14][F:15])=[C:7]([C:9]([O:11][CH2:12][CH3:13])=[O:10])[CH:8]=1)#[N:2].[Cl:23][C:24]1[CH:29]=[C:28]([Cl:30])[CH:27]=[CH:26][C:25]=1[CH2:31][S:32]([NH2:35])(=[O:34])=[O:33]. (4) Given the product [Br:1][C:2]1[CH:3]=[CH:4][C:5]([N:8]2[CH:13]=[N:11][N:10]=[N:9]2)=[N:6][CH:7]=1, predict the reactants needed to synthesize it. The reactants are: [Br:1][C:2]1[CH:3]=[CH:4][C:5]([NH2:8])=[N:6][CH:7]=1.[N-:9]=[N+:10]=[N-:11].[Na+].[CH:13](OC)(OC)OC. (5) Given the product [O:16]=[C:6]1[C:5]2[CH:4]=[CH:3][C:2]([C:22]3[CH:23]=[CH:24][CH:25]=[CH:26][C:21]=3[NH:20][C:17](=[O:19])[CH3:18])=[CH:15][C:14]=2[O:13][C:12]2[C:7]1=[CH:8][CH:9]=[CH:10][CH:11]=2, predict the reactants needed to synthesize it. The reactants are: Br[C:2]1[CH:3]=[CH:4][C:5]2[C:6](=[O:16])[C:7]3[C:12]([O:13][C:14]=2[CH:15]=1)=[CH:11][CH:10]=[CH:9][CH:8]=3.[C:17]([NH:20][C:21]1[CH:26]=[CH:25][CH:24]=[CH:23][C:22]=1B(O)O)(=[O:19])[CH3:18].C(=O)([O-])[O-].[Cs+].[Cs+].O1CCOCC1. (6) Given the product [Br:1][C:2]1[CH:25]=[CH:24][C:5]2[C:6]3[N:7]=[C:8]([C:14]4[N:15]([CH:19]5[CH2:47][CH2:46][N:45]([CH3:50])[CH2:44][CH2:20]5)[N:16]=[CH:17][N:18]=4)[S:9][C:10]=3[CH2:11][CH2:12][O:13][C:4]=2[CH:3]=1, predict the reactants needed to synthesize it. The reactants are: [Br:1][C:2]1[CH:25]=[CH:24][C:5]2[C:6]3[N:7]=[C:8]([C:14]4[N:15]([CH2:19][C:20](F)(F)F)[N:16]=[CH:17][N:18]=4)[S:9][C:10]=3[CH2:11][CH2:12][O:13][C:4]=2[CH:3]=1.BrC1C=CC2C3N=C(C(N)=O)SC=3CCOC=2C=1.[CH3:44][N:45]1[CH2:50]CC(NN)[CH2:47][CH2:46]1.